This data is from Catalyst prediction with 721,799 reactions and 888 catalyst types from USPTO. The task is: Predict which catalyst facilitates the given reaction. (1) Reactant: [N:1]1[CH:6]=[CH:5][CH:4]=[C:3]([CH2:7][NH:8][C:9]([C:11]2[N:20]3[C:14]([CH2:15][N:16]([C:25]([C:27]4[CH:36]=[CH:35][C:30]([C:31]([O:33]C)=[O:32])=[CH:29][CH:28]=4)=[O:26])[C:17]4[CH:24]=[CH:23][CH:22]=[CH:21][C:18]=4[CH2:19]3)=[CH:13][CH:12]=2)=[O:10])[CH:2]=1.[OH-].[Li+]. Product: [N:1]1[CH:6]=[CH:5][CH:4]=[C:3]([CH2:7][NH:8][C:9]([C:11]2[N:20]3[C:14]([CH2:15][N:16]([C:25]([C:27]4[CH:28]=[CH:29][C:30]([C:31]([OH:33])=[O:32])=[CH:35][CH:36]=4)=[O:26])[C:17]4[CH:24]=[CH:23][CH:22]=[CH:21][C:18]=4[CH2:19]3)=[CH:13][CH:12]=2)=[O:10])[CH:2]=1. The catalyst class is: 24. (2) Reactant: C(/C(=C/CC)/C=C/C(O)C)(C)(C)C.[C:14](/[C:19](=[CH:25]/[CH2:26][CH3:27])/[C:20]#[C:21][C:22](=[O:24])[CH3:23])([CH2:17][CH3:18])([CH3:16])[CH3:15].[H-].[H-].[H-].[H-].[Li+].[Al+3]. Product: [C:14](/[C:19](=[CH:25]/[CH2:26][CH3:27])/[CH:20]=[CH:21]/[CH:22]([OH:24])[CH3:23])([CH2:17][CH3:18])([CH3:15])[CH3:16]. The catalyst class is: 7.